Dataset: Reaction yield outcomes from USPTO patents with 853,638 reactions. Task: Predict the reaction yield, written as a fraction of the theoretical maximum amount of product (1.0 means a 100% yield; for example, 0.34 means a 34% yield). (1) The catalyst is O1CCOCC1. The reactants are [Cl:1][C:2]1[CH:3]=[C:4]([C:9]2([C:13]([OH:22])([CH3:21])[CH2:14][N:15]3[CH2:20][CH2:19][CH2:18][CH2:17][CH2:16]3)[CH2:12][CH2:11][CH2:10]2)[CH:5]=[CH:6][C:7]=1[Cl:8].Cl. The yield is 0.250. The product is [Cl-:1].[Cl:1][C:2]1[CH:3]=[C:4]([C:9]2([C:13]([OH:22])([CH3:21])[CH2:14][NH+:15]3[CH2:16][CH2:17][CH2:18][CH2:19][CH2:20]3)[CH2:10][CH2:11][CH2:12]2)[CH:5]=[CH:6][C:7]=1[Cl:8]. (2) The reactants are Br[CH2:2][C:3]([C:5]1[N:9]2[CH:10]=[CH:11][CH:12]=[CH:13][C:8]2=[N:7][C:6]=1[CH3:14])=O.[CH2:15]([O:17][C:18](=[O:29])[C:19]1[CH:24]=[CH:23][CH:22]=[C:21]([NH:25][C:26]([NH2:28])=[S:27])[CH:20]=1)[CH3:16]. The catalyst is C(O)C. The product is [CH2:15]([O:17][C:18](=[O:29])[C:19]1[CH:24]=[CH:23][CH:22]=[C:21]([NH:25][C:26]2[S:27][CH:2]=[C:3]([C:5]3[N:9]4[CH:10]=[CH:11][CH:12]=[CH:13][C:8]4=[N:7][C:6]=3[CH3:14])[N:28]=2)[CH:20]=1)[CH3:16]. The yield is 0.750. (3) The reactants are [F:1][C:2]1([F:10])[CH2:4][CH:3]1[C:5](=O)[CH2:6][C:7]#[N:8].[NH2:11][NH2:12]. The catalyst is CCO. The product is [F:1][C:2]1([F:10])[CH2:4][CH:3]1[C:5]1[NH:12][N:11]=[C:7]([NH2:8])[CH:6]=1. The yield is 0.785. (4) The reactants are Cl[C:2]([F:19])([F:18])[CH2:3][O:4][C:5]([F:17])([F:16])[C:6]([F:15])([F:14])[C:7]([F:13])([F:12])[C:8]([F:11])([F:10])[F:9].[OH-].[K+]. The catalyst is CS(C)=O. The product is [F:18][C:2]([F:19])=[CH:3][O:4][C:5]([F:16])([F:17])[C:6]([F:14])([F:15])[C:7]([F:12])([F:13])[C:8]([F:11])([F:10])[F:9]. The yield is 0.820. (5) The reactants are C[O:2][C:3](=[O:33])[CH2:4][C:5]1[CH:9]=[C:8]([C:10]([C:12]2[CH:20]=[C:19]3[C:15]([CH:16]=[C:17]([C:21]4[CH:26]=[CH:25][CH:24]=[CH:23][CH:22]=4)[NH:18]3)=[CH:14][CH:13]=2)=[O:11])[S:7][C:6]=1[C:27]1[CH:32]=[CH:31][CH:30]=[CH:29][CH:28]=1.[OH-].[Na+]. The catalyst is CO.C1COCC1. The product is [C:27]1([C:6]2[S:7][C:8]([C:10]([C:12]3[CH:20]=[C:19]4[C:15]([CH:16]=[C:17]([C:21]5[CH:26]=[CH:25][CH:24]=[CH:23][CH:22]=5)[NH:18]4)=[CH:14][CH:13]=3)=[O:11])=[CH:9][C:5]=2[CH2:4][C:3]([OH:33])=[O:2])[CH:28]=[CH:29][CH:30]=[CH:31][CH:32]=1. The yield is 0.870.